This data is from Peptide-MHC class I binding affinity with 185,985 pairs from IEDB/IMGT. The task is: Regression. Given a peptide amino acid sequence and an MHC pseudo amino acid sequence, predict their binding affinity value. This is MHC class I binding data. (1) The peptide sequence is GANDTDVFVL. The MHC is Patr-B0101 with pseudo-sequence Patr-B0101. The binding affinity (normalized) is 0.138. (2) The peptide sequence is KAAFDLSFF. The MHC is HLA-B57:02 with pseudo-sequence YYAMYGENMASTYENIAYIVYNYYTWAVRAYLWY. The binding affinity (normalized) is 0.898. (3) The peptide sequence is LYAVTTAVL. The MHC is HLA-B18:01 with pseudo-sequence HLA-B18:01. The binding affinity (normalized) is 0.0847. (4) The peptide sequence is KVGSDVFAV. The MHC is HLA-A02:06 with pseudo-sequence HLA-A02:06. The binding affinity (normalized) is 0.955. (5) The peptide sequence is FQDGVFHTM. The MHC is HLA-A02:06 with pseudo-sequence HLA-A02:06. The binding affinity (normalized) is 0.757.